This data is from Catalyst prediction with 721,799 reactions and 888 catalyst types from USPTO. The task is: Predict which catalyst facilitates the given reaction. (1) Reactant: [CH3:1][O:2][C:3](=[O:37])[CH2:4][C:5]1[CH:10]=[CH:9][C:8]([OH:11])=[C:7]([O:12][C:13]2[CH:18]=[CH:17][C:16]([C:19]([F:22])([F:21])[F:20])=[CH:15][C:14]=2[CH2:23][N:24]2[C@H:28]([CH3:29])[C@H:27]([C:30]3[CH:35]=[CH:34][CH:33]=[CH:32][CH:31]=3)[O:26][C:25]2=[O:36])[CH:6]=1.C(=O)([O-])[O-].[Cs+].[Cs+].C1C=CC(N([S:51]([C:54]([F:57])([F:56])[F:55])(=[O:53])=[O:52])[S:51]([C:54]([F:57])([F:56])[F:55])(=[O:53])=[O:52])=CC=1. Product: [CH3:1][O:2][C:3](=[O:37])[CH2:4][C:5]1[CH:10]=[CH:9][C:8]([O:11][S:51]([C:54]([F:57])([F:56])[F:55])(=[O:53])=[O:52])=[C:7]([O:12][C:13]2[CH:18]=[CH:17][C:16]([C:19]([F:21])([F:22])[F:20])=[CH:15][C:14]=2[CH2:23][N:24]2[C@H:28]([CH3:29])[C@H:27]([C:30]3[CH:35]=[CH:34][CH:33]=[CH:32][CH:31]=3)[O:26][C:25]2=[O:36])[CH:6]=1. The catalyst class is: 3. (2) Reactant: C([C@](C(O)=O)(O)[C@](C(=O)C1C=CC=CC=1)(O)C(O)=O)(=O)C1C=CC=CC=1.[CH:27]1[C:36]2[C:31](=[C:32]([NH:37][C@@H:38]3[CH2:42][CH2:41][N:40](C(OC(C)(C)C)=O)[CH2:39]3)[CH:33]=[CH:34][CH:35]=2)[CH:30]=[CH:29][N:28]=1.C(OC(C)C)(=O)C. Product: [NH:40]1[CH2:41][CH2:42][C@@H:38]([NH:37][C:32]2[C:31]3[CH:30]=[CH:29][N:28]=[CH:27][C:36]=3[CH:35]=[CH:34][CH:33]=2)[CH2:39]1. The catalyst class is: 74.